Task: Predict the reactants needed to synthesize the given product.. Dataset: Retrosynthesis with 50K atom-mapped reactions and 10 reaction types from USPTO (1) Given the product COc1ccc(NC(=O)NCc2ccccc2)cc1-c1c(Cl)cnn1C, predict the reactants needed to synthesize it. The reactants are: COc1ccc(N)cc1-c1c(Cl)cnn1C.O=C=NCc1ccccc1. (2) Given the product CC(C)Oc1ccc(CC2CCN(C3CCc4n[nH]cc4C3)C2=O)c(Cl)c1, predict the reactants needed to synthesize it. The reactants are: CC(C)I.O=C1C(Cc2ccc(O)cc2Cl)CCN1C1CCc2n[nH]cc2C1. (3) Given the product O[C@@H]1CCOc2ccccc21, predict the reactants needed to synthesize it. The reactants are: O=C1CCOc2ccccc21. (4) Given the product CNC(=O)C1Cc2ccccc2N1C(=O)CCN1CCC2(CCc3ccccc32)CC1, predict the reactants needed to synthesize it. The reactants are: CN.O=C(O)C1Cc2ccccc2N1C(=O)CCN1CCC2(CCc3ccccc32)CC1. (5) Given the product CCCc1nc2ccccc2n1Cc1ccc2c(c1)CCc1ccccc1/C2=C\c1nnn[nH]1, predict the reactants needed to synthesize it. The reactants are: CCCc1nc2ccccc2n1Cc1ccc2c(c1)CCc1ccccc1/C2=C\C#N.C[Si](C)(C)N=[N+]=[N-]. (6) Given the product CCCCc1cn(C(C)(C)C)s/c-1=N\C(=O)[C@]1(C)CC[C@H](C(=O)NC2CC2)C1(C)C, predict the reactants needed to synthesize it. The reactants are: CCCCc1cn(C(C)(C)C)s/c-1=N\C(=O)[C@]1(C)CC[C@H](C(=O)O)C1(C)C.NC1CC1. (7) Given the product Cc1ncc(CNC(=O)c2ccc(C#N)cc2)c2c1OC(C)(C)OC2, predict the reactants needed to synthesize it. The reactants are: Cc1ncc(CN)c2c1OC(C)(C)OC2.N#Cc1ccc(C(=O)O)cc1.